From a dataset of Full USPTO retrosynthesis dataset with 1.9M reactions from patents (1976-2016). Predict the reactants needed to synthesize the given product. (1) Given the product [C:19](=[N:32][C:33]1[S:34][C:35]([C:7]2[CH:8]=[CH:9][C:4]([C:1](=[O:3])[CH3:2])=[CH:5][CH:6]=2)=[C:36]([CH3:38])[N:37]=1)([C:26]1[CH:31]=[CH:30][CH:29]=[CH:28][CH:27]=1)[C:20]1[CH:21]=[CH:22][CH:23]=[CH:24][CH:25]=1, predict the reactants needed to synthesize it. The reactants are: [C:1]([C:4]1[CH:9]=[CH:8][C:7](B(O)O)=[CH:6][CH:5]=1)(=[O:3])[CH3:2].C(=O)([O-])[O-].[Cs+].[Cs+].[C:19](=[N:32][C:33]1[S:34][C:35](Br)=[C:36]([CH3:38])[N:37]=1)([C:26]1[CH:31]=[CH:30][CH:29]=[CH:28][CH:27]=1)[C:20]1[CH:25]=[CH:24][CH:23]=[CH:22][CH:21]=1. (2) Given the product [C:13]1([NH:12][CH:3]([CH3:4])[CH2:2][C:1]([N:6]2[CH2:10][CH2:9][O:8][C:7]2=[O:11])=[O:5])[CH:18]=[CH:17][CH:16]=[CH:15][CH:14]=1, predict the reactants needed to synthesize it. The reactants are: [C:1]([N:6]1[CH2:10][CH2:9][O:8][C:7]1=[O:11])(=[O:5])/[CH:2]=[CH:3]/[CH3:4].[NH2:12][C:13]1[CH:18]=[CH:17][CH:16]=[CH:15][CH:14]=1.CS(O)(=O)=O. (3) Given the product [CH2:24]([O:1][C:2]1[CH:7]=[CH:6][CH:5]=[CH:4][C:3]=1[C:8]1[CH:13]=[CH:12][C:11]([CH2:14][NH:15][C:16](=[O:22])[O:17][C:18]([CH3:19])([CH3:21])[CH3:20])=[CH:10][CH:9]=1)[CH2:25][CH2:26][CH2:27][CH3:28], predict the reactants needed to synthesize it. The reactants are: [OH:1][C:2]1[CH:7]=[CH:6][CH:5]=[CH:4][C:3]=1[C:8]1[CH:13]=[CH:12][C:11]([CH2:14][NH:15][C:16](=[O:22])[O:17][C:18]([CH3:21])([CH3:20])[CH3:19])=[CH:10][CH:9]=1.Br[CH2:24][CH2:25][CH2:26][CH2:27][CH3:28]. (4) Given the product [CH2:6]([O:13][C:14]1[CH:23]=[C:22]2[C:17]([C:18]([Cl:3])=[N:19][CH:20]=[N:21]2)=[C:16]([O:25][CH2:26][C@H:27]2[CH2:31][CH2:30][CH2:29][N:28]2[C:32]([O:34][C:35]([CH3:38])([CH3:37])[CH3:36])=[O:33])[CH:15]=1)[C:7]1[CH:12]=[CH:11][CH:10]=[CH:9][CH:8]=1, predict the reactants needed to synthesize it. The reactants are: P(Cl)(Cl)([Cl:3])=O.[CH2:6]([O:13][C:14]1[CH:23]=[C:22]2[C:17]([C:18](=O)[NH:19][CH:20]=[N:21]2)=[C:16]([O:25][CH2:26][C@H:27]2[CH2:31][CH2:30][CH2:29][N:28]2[C:32]([O:34][C:35]([CH3:38])([CH3:37])[CH3:36])=[O:33])[CH:15]=1)[C:7]1[CH:12]=[CH:11][CH:10]=[CH:9][CH:8]=1.C(N(CC)C(C)C)(C)C. (5) Given the product [CH3:1][N:2]([CH3:18])[CH:3]1[C:12]2[CH2:11][O:10][C:9]([C:13]([NH2:14])=[O:19])=[CH:8][C:7]3=[CH:15][NH:16][CH:17]=[C:5]([C:6]=23)[CH2:4]1, predict the reactants needed to synthesize it. The reactants are: [CH3:1][N:2]([CH3:18])[CH:3]1[C:12]2[CH2:11][O:10][C:9]([C:13]#[N:14])=[CH:8][C:7]3=[CH:15][NH:16][CH:17]=[C:5]([C:6]=23)[CH2:4]1.[OH-:19].[Na+]. (6) Given the product [N+:1]([C:4]1[CH:9]=[CH:8][C:7]([C:10]2[C:14]([C:15]3[CH:20]=[CH:19][N:18]=[C:17]4[N:21]([S:32]([C:35]5[CH:40]=[CH:39][CH:38]=[CH:37][CH:36]=5)(=[O:34])=[O:33])[C:22]([C:24]5[CH:29]=[CH:28][CH:27]=[C:26]([CH2:30][N:44]([CH3:45])[CH3:43])[CH:25]=5)=[CH:23][C:16]=34)=[CH:13][N:12]([CH2:41][CH3:42])[N:11]=2)=[CH:6][CH:5]=1)([O-:3])=[O:2], predict the reactants needed to synthesize it. The reactants are: [N+:1]([C:4]1[CH:9]=[CH:8][C:7]([C:10]2[C:14]([C:15]3[CH:20]=[CH:19][N:18]=[C:17]4[N:21]([S:32]([C:35]5[CH:40]=[CH:39][CH:38]=[CH:37][CH:36]=5)(=[O:34])=[O:33])[C:22]([C:24]5[CH:29]=[CH:28][CH:27]=[C:26]([CH:30]=O)[CH:25]=5)=[CH:23][C:16]=34)=[CH:13][N:12]([CH2:41][CH3:42])[N:11]=2)=[CH:6][CH:5]=1)([O-:3])=[O:2].[CH3:43][NH:44][CH3:45].C(O[BH-](OC(=O)C)OC(=O)C)(=O)C.[Na+]. (7) The reactants are: C(OC(=O)[C@H](N(CC1C=C(C(OC(C)(C)C)=O)SC=1)C(=O)C[C@@H:12]1[C:21]2[C:16](=[CH:17][C:18](O)=[CH:19][CH:20]=2)[CH2:15][CH2:14][CH2:13]1)C)(C)(C)C. Given the product [CH2:20]1[C:21]2[C:16](=[CH:15][CH:14]=[CH:13][CH:12]=2)[CH2:17][CH2:18][CH2:19]1, predict the reactants needed to synthesize it.